This data is from Full USPTO retrosynthesis dataset with 1.9M reactions from patents (1976-2016). The task is: Predict the reactants needed to synthesize the given product. (1) Given the product [CH2:1]([C:3]1[CH:11]=[CH:10][C:6]2[O:7][CH2:8][O:9][C:5]=2[CH:4]=1)[CH3:2], predict the reactants needed to synthesize it. The reactants are: [CH:1]([C:3]1[CH:11]=[CH:10][C:6]2[O:7][CH2:8][O:9][C:5]=2[CH:4]=1)=[CH2:2]. (2) The reactants are: [F:1][C:2]([F:29])([F:28])[C@H:3]1[CH2:8][CH2:7][C@H:6]([NH:9][C:10](=[O:27])[C:11]2[CH:16]=[C:15]([NH2:17])[C:14]([NH:18][CH3:19])=[C:13]([CH3:20])[C:12]=2[N:21]2[CH2:26][CH:25]3[CH:23]([CH2:24]3)[CH2:22]2)[CH2:5][CH2:4]1.[Cl:30][C:31]1[C:44]([N:45]=[C:46]=S)=[C:43]([Cl:48])[CH:42]=[CH:41][C:32]=1[CH2:33][NH:34][C:35](=[O:40])[C:36]([CH3:39])([CH3:38])[CH3:37].CC(C)N=C=NC(C)C. Given the product [F:28][C:2]([F:1])([F:29])[C@H:3]1[CH2:8][CH2:7][C@H:6]([NH:9][C:10]([C:11]2[C:12]([N:21]3[CH2:26][CH:25]4[CH:23]([CH2:24]4)[CH2:22]3)=[C:13]([CH3:20])[C:14]3[N:18]([CH3:19])[C:46]([NH:45][C:44]4[C:43]([Cl:48])=[CH:42][CH:41]=[C:32]([CH2:33][NH:34][C:35](=[O:40])[C:36]([CH3:39])([CH3:38])[CH3:37])[C:31]=4[Cl:30])=[N:17][C:15]=3[CH:16]=2)=[O:27])[CH2:5][CH2:4]1, predict the reactants needed to synthesize it. (3) Given the product [N:1]1[C:10]2[C:5](=[CH:6][CH:7]=[CH:8][CH:9]=2)[CH:4]=[C:3]([CH:11]=[CH:12][CH:13]([OH:15])[CH3:14])[CH:2]=1, predict the reactants needed to synthesize it. The reactants are: [N:1]1[C:10]2[C:5](=[CH:6][CH:7]=[CH:8][CH:9]=2)[CH:4]=[C:3]([CH:11]=[CH:12][C:13](=[O:15])[CH3:14])[CH:2]=1.[AlH](CC(C)C)CC(C)C. (4) Given the product [F:3][C:4]1[CH:12]=[C:11]([O:25][CH3:24])[C:10]([F:14])=[CH:9][C:5]=1[C:6]([O:8][CH3:15])=[O:7], predict the reactants needed to synthesize it. The reactants are: IC.[F:3][C:4]1[CH:12]=[C:11](O)[C:10]([F:14])=[CH:9][C:5]=1[C:6]([OH:8])=[O:7].[C:15](=O)([O-])[O-].[K+].[K+].CN([CH:24]=[O:25])C. (5) Given the product [C:11]([O:10][C:8]([N:15]1[CH2:20][CH2:19][N:18]([C:2]2[O:3][C:4]([CH3:7])=[N:5][N:6]=2)[CH:17]([CH3:21])[CH2:16]1)=[O:9])([CH3:14])([CH3:12])[CH3:13], predict the reactants needed to synthesize it. The reactants are: Br[C:2]1[O:3][C:4]([CH3:7])=[N:5][N:6]=1.[C:8]([N:15]1[CH2:20][CH2:19][NH:18][CH:17]([CH3:21])[CH2:16]1)([O:10][C:11]([CH3:14])([CH3:13])[CH3:12])=[O:9].C(=O)([O-])O.[Na+]. (6) Given the product [ClH:32].[ClH:1].[S:31]1[C:27]2[CH:26]=[CH:25][CH:24]=[C:23]([O:22][C:19]3[CH:20]=[CH:21][C:16]([NH:15][C:13]4[C:14]5[N:6]([CH2:5][CH2:4][NH:3][C:42](=[O:43])[C@@H:41]6[CH2:45][CH2:46][CH2:47][NH:40]6)[CH:7]=[CH:8][C:9]=5[N:10]=[CH:11][N:12]=4)=[CH:17][C:18]=3[Cl:32])[C:28]=2[CH:29]=[N:30]1, predict the reactants needed to synthesize it. The reactants are: [ClH:1].Cl.[NH2:3][CH2:4][CH2:5][N:6]1[C:14]2[C:13]([NH:15][C:16]3[CH:21]=[CH:20][C:19]([O:22][C:23]4[C:28]5[CH:29]=[N:30][S:31][C:27]=5[CH:26]=[CH:25][CH:24]=4)=[C:18]([Cl:32])[CH:17]=3)=[N:12][CH:11]=[N:10][C:9]=2[CH:8]=[CH:7]1.C(OC([N:40]1[CH2:47][CH2:46][CH2:45][C@H:41]1[C:42](O)=[O:43])=O)(C)(C)C.ON1C2C=CC=CC=2N=N1.Cl.C(N=C=NCCCN(C)C)C.Cl.C(OCC)(=O)C. (7) Given the product [CH3:33][S:34]([O:1][CH2:2][C:3]1[N:8]=[C:7]([O:9][CH2:10][C@@H:11]2[CH2:16][CH2:15][CH2:14][CH2:13][N:12]2[C:17]([O:19][C:20]([CH3:23])([CH3:22])[CH3:21])=[O:18])[CH:6]=[CH:5][CH:4]=1)(=[O:36])=[O:35], predict the reactants needed to synthesize it. The reactants are: [OH:1][CH2:2][C:3]1[N:8]=[C:7]([O:9][CH2:10][C@@H:11]2[CH2:16][CH2:15][CH2:14][CH2:13][N:12]2[C:17]([O:19][C:20]([CH3:23])([CH3:22])[CH3:21])=[O:18])[CH:6]=[CH:5][CH:4]=1.CCN(C(C)C)C(C)C.[CH3:33][S:34](Cl)(=[O:36])=[O:35].O.